From a dataset of Forward reaction prediction with 1.9M reactions from USPTO patents (1976-2016). Predict the product of the given reaction. (1) Given the reactants [N:1]1([CH:7]2[CH2:12][CH2:11][N:10]([CH2:13][CH2:14][CH2:15][C:16]3[C:17]([C:29]4[CH:34]=[CH:33][CH:32]=[CH:31][CH:30]=4)=[N:18][C:19]4[C:24]([C:25]=3[C:26](O)=[O:27])=[CH:23][CH:22]=[CH:21][CH:20]=4)[CH2:9][CH2:8]2)[CH2:6][CH2:5][CH2:4][CH2:3][CH2:2]1.CCN(CC)CC.[CH:42]1([C@@H:48]([NH2:50])[CH3:49])[CH2:47][CH2:46][CH2:45][CH2:44][CH2:43]1, predict the reaction product. The product is: [CH:42]1([C@@H:48]([NH:50][C:26]([C:25]2[C:20]3[C:19](=[CH:24][CH:23]=[CH:22][CH:21]=3)[N:18]=[C:17]([C:29]3[CH:34]=[CH:33][CH:32]=[CH:31][CH:30]=3)[C:16]=2[CH2:15][CH2:14][CH2:13][N:10]2[CH2:9][CH2:8][CH:7]([N:1]3[CH2:2][CH2:3][CH2:4][CH2:5][CH2:6]3)[CH2:12][CH2:11]2)=[O:27])[CH3:49])[CH2:47][CH2:46][CH2:45][CH2:44][CH2:43]1. (2) Given the reactants Cl[C:2]1[N:3]=[C:4]([N:22]2[CH2:27][CH2:26][O:25][CH2:24][CH2:23]2)[C:5]2[N:10]=[C:9]([CH2:11][N:12]3[CH2:17][CH2:16][N:15]([S:18]([CH3:21])(=[O:20])=[O:19])[CH2:14][CH2:13]3)[S:8][C:6]=2[N:7]=1.CC1(C)C(C)(C)OB([C:36]2[CH:37]=[N:38][C:39]3[C:44]([CH:45]=2)=[CH:43][CH:42]=[CH:41][CH:40]=3)O1, predict the reaction product. The product is: [CH3:21][S:18]([N:15]1[CH2:16][CH2:17][N:12]([CH2:11][C:9]2[S:8][C:6]3[N:7]=[C:2]([C:36]4[CH:37]=[N:38][C:39]5[C:44]([CH:45]=4)=[CH:43][CH:42]=[CH:41][CH:40]=5)[N:3]=[C:4]([N:22]4[CH2:27][CH2:26][O:25][CH2:24][CH2:23]4)[C:5]=3[N:10]=2)[CH2:13][CH2:14]1)(=[O:20])=[O:19]. (3) Given the reactants [C:1]1([C:7]2[N:8]=[CH:9][N:10]([C:12]([C:25]3[CH:30]=[CH:29][CH:28]=[CH:27][CH:26]=3)([C:19]3[CH:24]=[CH:23][CH:22]=[CH:21][CH:20]=3)[C:13]3[CH:18]=[CH:17][CH:16]=[CH:15][CH:14]=3)[CH:11]=2)[CH:6]=[CH:5][CH:4]=[CH:3][CH:2]=1.[Li]CCCC.[Si:36]([O:43][C:44]1[C:45]([F:55])=[C:46]([CH:49]=[C:50]([O:52][CH2:53][CH3:54])[CH:51]=1)[CH:47]=[O:48])([C:39]([CH3:42])([CH3:41])[CH3:40])([CH3:38])[CH3:37].[NH4+].[Cl-], predict the reaction product. The product is: [Si:36]([O:43][C:44]1[C:45]([F:55])=[C:46]([CH:47]([C:9]2[N:10]([C:12]([C:25]3[CH:26]=[CH:27][CH:28]=[CH:29][CH:30]=3)([C:13]3[CH:18]=[CH:17][CH:16]=[CH:15][CH:14]=3)[C:19]3[CH:20]=[CH:21][CH:22]=[CH:23][CH:24]=3)[CH:11]=[C:7]([C:1]3[CH:6]=[CH:5][CH:4]=[CH:3][CH:2]=3)[N:8]=2)[OH:48])[CH:49]=[C:50]([O:52][CH2:53][CH3:54])[CH:51]=1)([C:39]([CH3:40])([CH3:42])[CH3:41])([CH3:38])[CH3:37]. (4) Given the reactants [CH3:1][C:2]1[CH:3]=[CH:4][C:5]([CH2:8]O)=[N:6][CH:7]=1.S(Cl)([Cl:12])=O, predict the reaction product. The product is: [Cl:12][CH2:8][C:5]1[CH:4]=[CH:3][C:2]([CH3:1])=[CH:7][N:6]=1.